From a dataset of Full USPTO retrosynthesis dataset with 1.9M reactions from patents (1976-2016). Predict the reactants needed to synthesize the given product. Given the product [OH:28][CH2:27][C@@H:26]([NH:29][C:3](=[O:24])[C:4]1[CH:9]=[CH:8][C:7]([O:10][CH2:11][C:12]2[C:13]([CH:18]3[CH2:19][CH2:20][O:21][CH2:22][CH2:23]3)=[N:14][O:15][C:16]=2[CH3:17])=[N:6][CH:5]=1)[CH3:25], predict the reactants needed to synthesize it. The reactants are: CO[C:3](=[O:24])[C:4]1[CH:9]=[CH:8][C:7]([O:10][CH2:11][C:12]2[C:13]([CH:18]3[CH2:23][CH2:22][O:21][CH2:20][CH2:19]3)=[N:14][O:15][C:16]=2[CH3:17])=[N:6][CH:5]=1.[CH3:25][C@H:26]([NH2:29])[CH2:27][OH:28].